The task is: Predict the reactants needed to synthesize the given product.. This data is from Full USPTO retrosynthesis dataset with 1.9M reactions from patents (1976-2016). (1) Given the product [Cl:3][C:15]1[C:10]2[CH:9]=[C:8]([CH2:6][CH3:7])[S:17][C:11]=2[N:12]=[CH:13][N:14]=1, predict the reactants needed to synthesize it. The reactants are: P(Cl)(Cl)([Cl:3])=O.[CH2:6]([C:8]1[S:17][C:11]2[N:12]=[CH:13][N:14]=[C:15](O)[C:10]=2[CH:9]=1)[CH3:7]. (2) Given the product [S:1]1[CH:5]=[CH:4][N:3]=[C:2]1[NH:6][C:25]([C:22]1[CH:23]=[CH:24][C:19]2[N:20]([C:16]([C:12]3[CH:13]=[CH:14][CH:15]=[C:10]([O:9][C:8]([F:28])([F:7])[F:29])[CH:11]=3)=[N:17][N:18]=2)[N:21]=1)=[O:26], predict the reactants needed to synthesize it. The reactants are: [S:1]1[CH:5]=[CH:4][N:3]=[C:2]1[NH2:6].[F:7][C:8]([F:29])([F:28])[O:9][C:10]1[CH:11]=[C:12]([C:16]2[N:20]3[N:21]=[C:22]([C:25](O)=[O:26])[CH:23]=[CH:24][C:19]3=[N:18][N:17]=2)[CH:13]=[CH:14][CH:15]=1.CN(C(ON1N=NC2C=CC=NC1=2)=[N+](C)C)C.F[P-](F)(F)(F)(F)F.C(N(CC)C(C)C)(C)C.